Dataset: Catalyst prediction with 721,799 reactions and 888 catalyst types from USPTO. Task: Predict which catalyst facilitates the given reaction. (1) The catalyst class is: 104. Reactant: [F:1][C:2]1[CH:3]=[C:4]([CH2:9][C@H:10]([NH:32][C:33](=[O:35])[CH3:34])[C@H:11]([OH:31])[CH2:12][NH:13][C:14]2([C:24]3[CH:29]=[CH:28][CH:27]=[C:26](I)[CH:25]=3)[CH2:22][CH2:21][C:20]3[C:16](=[CH:17][N:18]([CH3:23])[N:19]=3)[CH2:15]2)[CH:5]=[C:6]([F:8])[CH:7]=1.[S:36]1[CH:40]=[CH:39][C:38](B(O)O)=[CH:37]1.C(=O)([O-])[O-].[Na+].[Na+]. Product: [F:1][C:2]1[CH:3]=[C:4]([CH2:9][C@H:10]([NH:32][C:33](=[O:35])[CH3:34])[C@H:11]([OH:31])[CH2:12][NH:13][C:14]2([C:24]3[CH:29]=[CH:28][CH:27]=[C:26]([C:38]4[CH:39]=[CH:40][S:36][CH:37]=4)[CH:25]=3)[CH2:22][CH2:21][C:20]3[C:16](=[CH:17][N:18]([CH3:23])[N:19]=3)[CH2:15]2)[CH:5]=[C:6]([F:8])[CH:7]=1.[F:1][C:2]1[CH:3]=[C:4]([CH2:9][C@H:10]([NH:32][C:33](=[O:35])[CH3:34])[C@H:11]([OH:31])[CH2:12][NH:13][C:14]2([C:24]3[CH:25]=[CH:26][CH:27]=[CH:28][CH:29]=3)[CH2:22][CH2:21][C:20]3[C:16](=[CH:17][N:18]([CH3:23])[N:19]=3)[CH2:15]2)[CH:5]=[C:6]([F:8])[CH:7]=1. (2) Reactant: [Cl:1][C:2]1[CH:3]=[CH:4][C:5]([C@@:8]([NH:30][C:31]([NH:33][CH2:34][C:35]([F:39])([F:38])[CH2:36][OH:37])=[O:32])([C:16]2[CH:21]=[C:20]([O:22][C:23]([F:28])([F:27])[CH:24]([F:26])[F:25])[CH:19]=[C:18]([F:29])[CH:17]=2)[CH2:9][C:10]2[CH:15]=[CH:14][CH:13]=[CH:12][CH:11]=2)=[N:6][CH:7]=1.[H-].[Na+].Br[CH2:43][C:44]([O:46][C:47]([CH3:50])([CH3:49])[CH3:48])=[O:45]. Product: [Cl:1][C:2]1[CH:3]=[CH:4][C:5]([C@@:8]([NH:30][C:31](=[O:32])[NH:33][CH2:34][C:35]([F:38])([F:39])[CH2:36][O:37][CH2:43][C:44]([O:46][C:47]([CH3:50])([CH3:49])[CH3:48])=[O:45])([C:16]2[CH:21]=[C:20]([O:22][C:23]([F:27])([F:28])[CH:24]([F:26])[F:25])[CH:19]=[C:18]([F:29])[CH:17]=2)[CH2:9][C:10]2[CH:11]=[CH:12][CH:13]=[CH:14][CH:15]=2)=[N:6][CH:7]=1. The catalyst class is: 1. (3) Reactant: [CH3:1][C:2]1[CH:7]=[CH:6][C:5]([NH:8]C(=O)C2C=CC=C(C(F)(F)F)C=2)=[CH:4][C:3]=1[C:21]1[CH:29]=[C:28]2[C:24]([C:25]3[CH:33]=[N:32][CH:31]=[N:30][C:26]=3[NH:27]2)=[CH:23][CH:22]=1.O1CCOCC1.[OH-].[Na+]. Product: [CH3:1][C:2]1[CH:7]=[CH:6][C:5]([NH2:8])=[CH:4][C:3]=1[C:21]1[CH:29]=[C:28]2[C:24]([C:25]3[CH:33]=[N:32][CH:31]=[N:30][C:26]=3[NH:27]2)=[CH:23][CH:22]=1. The catalyst class is: 6. (4) Reactant: [C:1]([N:3]=[C:4]([NH2:17])[NH:5][C:6]1[CH:7]=[C:8]2[C:12](=[C:13]([I:15])[CH:14]=1)[NH:11][C:10]([CH3:16])=[CH:9]2)#[N:2]. Product: [I:15][C:13]1[C:12]2[NH:11][C:10]([CH3:16])=[CH:9][C:8]=2[C:7]2[C:6]([CH:14]=1)=[N:5][C:4]([NH2:17])=[N:3][C:1]=2[NH2:2]. The catalyst class is: 270. (5) Reactant: [N+:1]([C:4]1[CH:10]=[CH:9][C:7]([NH2:8])=[CH:6][CH:5]=1)([O-:3])=[O:2].[C:11](Cl)(=[O:14])[CH2:12][CH3:13]. Product: [N+:1]([C:4]1[CH:10]=[CH:9][C:7]([NH:8][C:11](=[O:14])[CH2:12][CH3:13])=[CH:6][CH:5]=1)([O-:3])=[O:2]. The catalyst class is: 2. (6) Reactant: [Cl:1][C:2]1[CH:7]=[C:6]([Cl:8])[CH:5]=[CH:4][C:3]=1[C:9]1[CH:14]=[CH:13][C:12]([CH2:15][CH3:16])=[C:11]([CH:17]2[C:22](=[O:23])[C:21]([CH3:25])([CH3:24])S[C:19]([CH3:27])([CH3:26])[C:18]2=[O:28])[CH:10]=1.O[O:30][S:31]([O-:33])=O.[K+]. Product: [Cl:1][C:2]1[CH:7]=[C:6]([Cl:8])[CH:5]=[CH:4][C:3]=1[C:9]1[CH:14]=[CH:13][C:12]([CH2:15][CH3:16])=[C:11]([CH:17]2[C:18](=[O:28])[C:19]([CH3:27])([CH3:26])[S:31](=[O:33])(=[O:30])[C:21]([CH3:25])([CH3:24])[C:22]2=[O:23])[CH:10]=1. The catalyst class is: 24. (7) Reactant: [C:1]([C:9]1[CH:18]=[C:17]2[C:12]([CH:13]=[CH:14][C:15]([O:19][CH3:20])=[CH:16]2)=[CH:11][CH:10]=1)#[C:2][CH2:3][CH2:4][CH2:5][CH2:6][CH2:7][CH3:8].CCCCCC. Product: [CH2:1]([C:9]1[CH:18]=[C:17]2[C:12]([CH:13]=[CH:14][C:15]([O:19][CH3:20])=[CH:16]2)=[CH:11][CH:10]=1)[CH2:2][CH2:3][CH2:4][CH2:5][CH2:6][CH2:7][CH3:8]. The catalyst class is: 787. (8) Reactant: [C:1]([O:5][C:6]([N:8]1[CH2:13][CH2:12][CH2:11][CH:10]([C:14]2[CH:19]=[CH:18][C:17]([NH:20][C:21]3[N:26]=[C:25]([CH2:27][CH2:28][C:29]4[CH:34]=[CH:33][CH:32]=[CH:31][C:30]=4[CH2:35][C:36]([O-])=[O:37])[C:24]([C:39]([F:42])([F:41])[F:40])=[CH:23][N:22]=3)=[CH:16][CH:15]=2)[CH2:9]1)=[O:7])([CH3:4])([CH3:3])[CH3:2].[Li+].O[N:45]1C2C=CC=CC=2N=N1.CCN=C=NCCCN(C)C.C(N(CC)C(C)C)(C)C.C(=O)([O-])[O-].[NH4+].[NH4+]. Product: [NH2:45][C:36](=[O:37])[CH2:35][C:30]1[CH:31]=[CH:32][CH:33]=[CH:34][C:29]=1[CH2:28][CH2:27][C:25]1[C:24]([C:39]([F:40])([F:41])[F:42])=[CH:23][N:22]=[C:21]([NH:20][C:17]2[CH:18]=[CH:19][C:14]([CH:10]3[CH2:11][CH2:12][CH2:13][N:8]([C:6]([O:5][C:1]([CH3:4])([CH3:2])[CH3:3])=[O:7])[CH2:9]3)=[CH:15][CH:16]=2)[N:26]=1. The catalyst class is: 118.